Dataset: Catalyst prediction with 721,799 reactions and 888 catalyst types from USPTO. Task: Predict which catalyst facilitates the given reaction. (1) Reactant: Cl.[F:2][C:3]([F:24])([F:23])[C:4]1[CH:22]=[CH:21][CH:20]=[CH:19][C:5]=1[CH:6]([O:14][CH:15]1[CH2:18][NH:17][CH2:16]1)[C:7]1[CH:12]=[CH:11][C:10]([F:13])=[CH:9][CH:8]=1.C(=O)([O-])[O-].[C:29]12([N:39]=[C:40]=[O:41])[CH2:38][CH:33]3[CH2:34][CH:35]([CH2:37][CH:31]([CH2:32]3)[CH2:30]1)[CH2:36]2. Product: [F:24][C:3]([F:2])([F:23])[C:4]1[CH:22]=[CH:21][CH:20]=[CH:19][C:5]=1[CH:6]([O:14][CH:15]1[CH2:18][N:17]([C:40]([NH:39][C:29]23[CH2:38][CH:33]4[CH2:32][CH:31]([CH2:37][CH:35]([CH2:34]4)[CH2:36]2)[CH2:30]3)=[O:41])[CH2:16]1)[C:7]1[CH:12]=[CH:11][C:10]([F:13])=[CH:9][CH:8]=1. The catalyst class is: 2. (2) Reactant: CO[C:3]([C:5]1[N:6]=[C:7]([C:24]#[N:25])[C:8]2[C:9](=[O:23])[N:10]([CH2:16][C:17]3[CH:22]=[CH:21][CH:20]=[CH:19][CH:18]=3)[CH:11]=[CH:12][C:13]=2[C:14]=1[OH:15])=[O:4].[NH2:26][C@H:27]([C:29]([OH:31])=[O:30])[CH3:28].C[O-].[Na+]. Product: [CH2:16]([N:10]1[C:9](=[O:23])[C:8]2[C:7]([C:24]#[N:25])=[N:6][C:5]([C:3]([NH:26][C@@H:27]([CH3:28])[C:29]([OH:31])=[O:30])=[O:4])=[C:14]([OH:15])[C:13]=2[CH:12]=[CH:11]1)[C:17]1[CH:18]=[CH:19][CH:20]=[CH:21][CH:22]=1. The catalyst class is: 250. (3) Reactant: Br[C:2]1[CH:3]=[CH:4][C:5]([N:8]2[CH2:12][CH2:11][O:10][C:9]2=[O:13])=[N:6][CH:7]=1.[CH3:14][C:15]1([CH3:31])[C:19]([CH3:21])([CH3:20])[O:18][B:17]([B:17]2[O:18][C:19]([CH3:21])([CH3:20])[C:15]([CH3:31])([CH3:14])[O:16]2)[O:16]1.ClCCl.C([O-])(=O)C.[K+]. Product: [CH3:14][C:15]1([CH3:31])[C:19]([CH3:21])([CH3:20])[O:18][B:17]([C:2]2[CH:3]=[CH:4][C:5]([N:8]3[CH2:12][CH2:11][O:10][C:9]3=[O:13])=[N:6][CH:7]=2)[O:16]1. The catalyst class is: 3. (4) Reactant: [F:1][C:2]1[CH:7]=[CH:6][C:5]([N:8]2[C:12]([C:13]([F:16])([F:15])[F:14])=[C:11]([C:17](O)=[O:18])[CH:10]=[N:9]2)=[CH:4][CH:3]=1.Cl.[CH3:21][O:22][C:23](=[O:43])[C@@H:24]([NH2:42])[CH2:25][C:26]1[CH:31]=[CH:30][C:29]([C:32]2[CH:37]=[CH:36][C:35]([C:38]([F:41])([F:40])[F:39])=[CH:34][CH:33]=2)=[CH:28][CH:27]=1.CN(C(ON1N=NC2C=CC=CC1=2)=[N+](C)C)C.F[P-](F)(F)(F)(F)F.CCN(C(C)C)C(C)C. Product: [CH3:21][O:22][C:23](=[O:43])[CH:24]([NH:42][C:17]([C:11]1[CH:10]=[N:9][N:8]([C:5]2[CH:6]=[CH:7][C:2]([F:1])=[CH:3][CH:4]=2)[C:12]=1[C:13]([F:16])([F:14])[F:15])=[O:18])[CH2:25][C:26]1[CH:31]=[CH:30][C:29]([C:32]2[CH:37]=[CH:36][C:35]([C:38]([F:40])([F:39])[F:41])=[CH:34][CH:33]=2)=[CH:28][CH:27]=1. The catalyst class is: 3. (5) Reactant: [Si:1](Cl)([C:4]([CH3:7])([CH3:6])[CH3:5])([CH3:3])[CH3:2].[Br:9][C:10]1[CH:15]=[CH:14][C:13]([CH2:16][OH:17])=[CH:12][CH:11]=1.N1C=CN=C1. Product: [Br:9][C:10]1[CH:15]=[CH:14][C:13]([CH2:16][O:17][Si:1]([C:4]([CH3:7])([CH3:6])[CH3:5])([CH3:3])[CH3:2])=[CH:12][CH:11]=1. The catalyst class is: 3. (6) Reactant: [OH:1][C:2]1[CH:7]=[CH:6][C:5]([C:8]([OH:10])=O)=[CH:4][CH:3]=1.CCN=C=N[CH2:16][CH2:17][CH2:18][N:19](C)C.Cl.C1C=C2N=NN(O)C2=CC=1.O.C1(N)CC1. Product: [CH:18]1([NH:19][C:8](=[O:10])[C:5]2[CH:4]=[CH:3][C:2]([OH:1])=[CH:7][CH:6]=2)[CH2:16][CH2:17]1. The catalyst class is: 3. (7) Reactant: [CH3:1][O:2][C:3]1[CH:11]=[C:10]([C:12]([F:15])([F:14])[F:13])[CH:9]=[C:8]([C:16]([F:19])([F:18])[F:17])[C:4]=1[C:5]([OH:7])=O.C(N(CC)CC)C.C(S(Cl)(=O)=O)CC.[CH3:34][C:35]([N:45]1[CH2:49][CH2:48][CH2:47][CH2:46]1)([CH3:44])[C@H:36]([NH2:43])[C:37]1[CH:42]=[CH:41][CH:40]=[CH:39][CH:38]=1. Product: [CH3:1][O:2][C:3]1[CH:11]=[C:10]([C:12]([F:14])([F:13])[F:15])[CH:9]=[C:8]([C:16]([F:18])([F:19])[F:17])[C:4]=1[C:5]([NH:43][CH:36]([C:37]1[CH:42]=[CH:41][CH:40]=[CH:39][CH:38]=1)[C:35]([CH3:44])([N:45]1[CH2:46][CH2:47][CH2:48][CH2:49]1)[CH3:34])=[O:7]. The catalyst class is: 13.